This data is from Catalyst prediction with 721,799 reactions and 888 catalyst types from USPTO. The task is: Predict which catalyst facilitates the given reaction. (1) Reactant: [CH3:1][C:2]([CH3:26])=[CH:3][CH2:4][C:5]1[C:6]([OH:25])=[CH:7][C:8]([O:23][CH3:24])=[C:9]([C:12](/[CH:14]=[CH:15]/[C:16]2[CH:17]=[CH:18][C:19]([OH:22])=[CH:20][CH:21]=2)=[O:13])[C:10]=1[OH:11].O. Product: [CH3:1][C:2]([CH3:26])=[CH:3][CH2:4][C:5]1[C:6]([OH:25])=[CH:7][C:8]([O:23][CH3:24])=[C:9]2[C:12](=[O:13])[CH2:14][CH:15]([C:16]3[CH:17]=[CH:18][C:19]([OH:22])=[CH:20][CH:21]=3)[O:11][C:10]=12. The catalyst class is: 8. (2) Reactant: C([NH:8][C:9]1[C:10]([CH3:27])=[C:11]([CH3:26])[C:12]2[O:16][CH2:15][CH:14]([C:17]3[CH:22]=[CH:21][C:20]([CH3:23])=[CH:19][CH:18]=3)[C:13]=2[C:24]=1[CH3:25])C1C=CC=CC=1. Product: [CH3:25][C:24]1[C:13]2[CH:14]([C:17]3[CH:22]=[CH:21][C:20]([CH3:23])=[CH:19][CH:18]=3)[CH2:15][O:16][C:12]=2[C:11]([CH3:26])=[C:10]([CH3:27])[C:9]=1[NH2:8]. The catalyst class is: 81.